From a dataset of Catalyst prediction with 721,799 reactions and 888 catalyst types from USPTO. Predict which catalyst facilitates the given reaction. (1) Reactant: [Br:1][CH2:2][C:3]1[C:15]2[C:14](=[O:16])[C:13]3[C:8](=[CH:9][CH:10]=[CH:11][C:12]=3[CH2:17]Br)[C:7]=2[CH:6]=[CH:5][CH:4]=1.[NH2:19][C:20]([NH2:22])=[S:21]. Product: [BrH:1].[BrH:1].[C:20]([S:21][CH2:2][C:3]1[C:15]2[C:14](=[O:16])[C:13]3[C:8](=[CH:9][CH:10]=[CH:11][C:12]=3[CH2:17][S:21][C:20](=[NH:19])[NH2:22])[C:7]=2[CH:6]=[CH:5][CH:4]=1)(=[NH:22])[NH2:19]. The catalyst class is: 8. (2) Reactant: [NH2:1][C:2]1[O:6][N:5]=[C:4]([CH3:7])[C:3]=1[Br:8].[H-].[Na+].[S:11]1[CH:15]=[CH:14][CH:13]=[C:12]1[S:16](Cl)(=[O:18])=[O:17]. Product: [Br:8][C:3]1[C:4]([CH3:7])=[N:5][O:6][C:2]=1[NH:1][S:16]([C:12]1[S:11][CH:15]=[CH:14][CH:13]=1)(=[O:18])=[O:17]. The catalyst class is: 7. (3) Reactant: [Br:1]Br.[OH:3][C:4]1[CH:9]=[C:8]([OH:10])[CH:7]=[CH:6][C:5]=1[C:11](=[O:13])[CH3:12]. Product: [Br:1][C:9]1[C:4]([OH:3])=[C:5]([C:11](=[O:13])[CH3:12])[CH:6]=[CH:7][C:8]=1[OH:10]. The catalyst class is: 14.